Predict the reaction yield, written as a fraction of the theoretical maximum amount of product (1.0 means a 100% yield; for example, 0.34 means a 34% yield). From a dataset of Reaction yield outcomes from USPTO patents with 853,638 reactions. (1) The reactants are N[C:2]1[CH2:3][C:4]([C:14]([O:16][CH2:17][CH3:18])=[O:15])=[CH:5][C:6]2[CH:12]=[CH:11][C:10]([Br:13])=[CH:9][C:7]=2[N:8]=1.[CH3:19][C:20]([O:23][C:24](O[C:24]([O:23][C:20]([CH3:22])([CH3:21])[CH3:19])=[O:25])=[O:25])([CH3:22])[CH3:21]. The catalyst is C(Cl)Cl. The product is [CH2:17]([O:16][C:14]([C:4]1=[CH:5][C:6]2[CH:12]=[CH:11][C:10]([Br:13])=[CH:9][C:7]=2[N:8]=[C:2]([C:24]([O:23][C:20]([CH3:22])([CH3:21])[CH3:19])=[O:25])[CH2:3]1)=[O:15])[CH3:18]. The yield is 0.940. (2) The reactants are Cl.[C:2]([C@:5]12[C@@:12]3([CH3:30])[CH2:13][C@H:14]([OH:29])[C@@:15]4([F:28])[C@H:24]([C@@H:11]3[CH2:10][C@H:9]1[CH2:8][NH:7][CH2:6]2)[CH2:23][C@H:22]([F:25])[C:21]1[C@:16]4([CH3:27])[CH:17]=[CH:18][C:19](=[O:26])[CH:20]=1)(=[O:4])[CH3:3].[CH3:31][C:32]1[O:38][C:35]([CH:36]=O)=[CH:34][CH:33]=1.C(O)=O. The catalyst is C(#N)C. The product is [C:2]([C@:5]12[C@@:12]3([CH3:30])[CH2:13][C@H:14]([OH:29])[C@@:15]4([F:28])[C@H:24]([C@@H:11]3[CH2:10][C@H:9]1[CH2:8][N:7]([CH2:36][C:35]1[O:38][C:32]([CH3:31])=[CH:33][CH:34]=1)[CH2:6]2)[CH2:23][C@H:22]([F:25])[C:21]1[C@:16]4([CH3:27])[CH:17]=[CH:18][C:19](=[O:26])[CH:20]=1)(=[O:4])[CH3:3]. The yield is 0.682. (3) The reactants are [CH3:1][S:2]([NH:5][C:6]1[CH:7]=[C:8](B(O)O)[CH:9]=[CH:10][CH:11]=1)(=[O:4])=[O:3].I[C:16]1[C:24]2[C:19](=[N:20][CH:21]=[N:22][C:23]=2[NH2:25])[N:18]([CH:26]([CH3:28])[CH3:27])[N:17]=1.C([O-])([O-])=O.[Na+].[Na+]. The catalyst is CCO.COCCOC.C1C=CC([P]([Pd]([P](C2C=CC=CC=2)(C2C=CC=CC=2)C2C=CC=CC=2)([P](C2C=CC=CC=2)(C2C=CC=CC=2)C2C=CC=CC=2)[P](C2C=CC=CC=2)(C2C=CC=CC=2)C2C=CC=CC=2)(C2C=CC=CC=2)C2C=CC=CC=2)=CC=1. The product is [NH2:25][C:23]1[N:22]=[CH:21][N:20]=[C:19]2[N:18]([CH:26]([CH3:28])[CH3:27])[N:17]=[C:16]([C:8]3[CH:7]=[C:6]([NH:5][S:2]([CH3:1])(=[O:4])=[O:3])[CH:11]=[CH:10][CH:9]=3)[C:24]=12. The yield is 0.540. (4) The reactants are [F:1][C:2]([F:22])([F:21])[CH2:3][CH2:4][CH2:5][O:6][C:7]1[CH:12]=[CH:11][C:10](/[C:13](/[CH3:20])=[CH:14]/[C:15]([O:17]CC)=O)=[CH:9][CH:8]=1.Cl.[CH3:24][NH:25][O:26][CH3:27].C(Cl)(Cl)Cl.C(=O)=O.C([Mg]Cl)(C)C.[NH4+].[Cl-]. The catalyst is C1COCC1.O. The product is [CH3:27][O:26][N:25]([CH3:24])[C:15](=[O:17])/[CH:14]=[C:13](/[C:10]1[CH:9]=[CH:8][C:7]([O:6][CH2:5][CH2:4][CH2:3][C:2]([F:1])([F:21])[F:22])=[CH:12][CH:11]=1)\[CH3:20]. The yield is 0.580.